This data is from Experimentally validated miRNA-target interactions with 360,000+ pairs, plus equal number of negative samples. The task is: Binary Classification. Given a miRNA mature sequence and a target amino acid sequence, predict their likelihood of interaction. (1) The miRNA is hsa-miR-4799-3p with sequence ACUGGCAUGCUGCAUUUAUAUA. The protein sequence of the target gene is MAHAPARCPSARGSGDGEMGKPRNVALITGITGQDGSYLAEFLLEKGYEVHGIVRRSSSFNTGRIEHLYKNPQAHIEGNMKLHYGDLTDSTCLVKIINEVKPTEIYNLGAQSHVKISFDLAEYTADVDGVGTLRLLDAVKTCGLINSVKFYQASTSELYGKVQEIPQKETTPFYPRSPYGAAKLYAYWIVVNFREAYNLFAVNGILFNHESPRRGANFVTRKISRSVAKIYLGQLECFSLGNLDAKRDWGHAKDYVEAMWLMLQNDEPEDFVIATGEVHSVREFVEKSFLHIGKTIVWEG.... Result: 1 (interaction). (2) The miRNA is hsa-miR-4277 with sequence GCAGUUCUGAGCACAGUACAC. The protein sequence of the target gene is MVTHSKFPAAGMSRPLDTSLRLKTFSSKSEYQLVVNAVRKLQESGFYWSTVTGGEANLLLSAEPAGTFLIRDSSDQRHFFTLSVKTQSGTKNLRIQCEGGSFSLQSDPRSTQPVPRFDCVLKLVHHYMPAAGAPSFSQPPAEPSSSPSSEVPEQPPAQPLSGNPPRRAYYIYSGGEKIPLVLSRPLSSNVATLQHLCRKTVNGHLDSYEKVTQLPGPIREFLDQYDAPL. Result: 0 (no interaction). (3) The miRNA is hsa-miR-7111-5p with sequence UGGGGGAGGAAGGACAGGCCAU. The protein sequence of the target gene is MKLNLVQIFFMLLMLLLGLGMGLGLGLHMATAVLEESDQPLNEFWSSDSQDKAEATEEGDGTQTTETLVLSNKEVVQPGWPEDPILGEDEVGGNKMLRASALFQSNKDYLRLDQTDRECNDMMAHKMKEPSQSCIAQYAFIHEDLNTVKAVCNSPVIACELKGGKCHKSSRPFDLTLCELSQPDQVTPNCNYLTSVIKKHIIITCNDMKRQLPTGQ. Result: 0 (no interaction). (4) The miRNA is mmu-miR-22-3p with sequence AAGCUGCCAGUUGAAGAACUGU. The protein sequence of the target gene is MVSPPGVLSSLLLLAAMAGGSSQQCSEGRTYSDAIISPNPETIRIMRVSQTFSVGDCTAACCDLLTCDLAWWFEGSCYLVKCMRSENCEPRTTGPIRSYLTFVRRPVQRPGQLLDYGDMMLSRGSPSGAWGDSLEDLRKDLPFLGKDGGPEETTEYSDEYKDLERGLLQPSNQQDPRGSAEYPDWSLLPSNEGGFNATATGDNSAASMEKLQDPTPHPLDQEQLQALNESTWSPTPGHSSISSVWPSSASPLPTEEGLEGEETLQLQEQPSNSSGKEVPMPSHNPSPASLESSPATTEKN.... Result: 0 (no interaction). (5) The miRNA is hsa-miR-150-5p with sequence UCUCCCAACCCUUGUACCAGUG. The protein sequence of the target gene is MSFLQDPSFFTMGMWSIGAGALGAAALALLLANTDVFLSKPQKAALEYLEDIDLKTLEKEPRTFKAKELWEKNGAVIMAVRRPGCFLCREEAADLSSLKSMLDQLGVPLYAVVKEHIRTEVKDFQPYFKGEIFLDEKKKFYGPQRRKMMFMGFIRLGVWYNFFRAWNGGFSGNLEGEGFILGGVFVVGSGKQGILLEHREKEFGDKVNLLSVLEAAKMIKPQTLASEKK. Result: 1 (interaction). (6) The miRNA is hsa-miR-6824-5p with sequence GUAGGGGAGGUUGGGCCAGGGA. The protein sequence of the target gene is MSSQSHPDGLSGRDQPVELLNPPRVNHMPSSVDVSTALPLQVAPTSVPMDLRLDHQFPMPVTEPTLREQQLQQELLALKQKQQIQRQILIAEFQRQHEQLSRQHEAQLHEHIKQQEMLAMKHQQELLEHQRKLEQHRQEQELEKQHREQKLQQLKNKEKGKESAVASTEVKMKLQEFVLNKKKALAHRNLNHCISSDPRFWYGKTQHSSLDQSSPPQSGVSGTYNHPVLGMYDSKDDFPLRKTASEPNLKLRSRLKQKVAERRSSPLLRRKDGPVVTALKKRPLDVTDSACNSAPGSGPS.... Result: 0 (no interaction).